This data is from Full USPTO retrosynthesis dataset with 1.9M reactions from patents (1976-2016). The task is: Predict the reactants needed to synthesize the given product. (1) Given the product [N:16]1([C:9]2[C:10]3[C:15](=[CH:14][CH:13]=[CH:12][CH:11]=3)[C:6]([C:4]([OH:5])=[O:3])=[CH:7][CH:8]=2)[CH2:20][CH2:19][CH2:18][CH2:17]1, predict the reactants needed to synthesize it. The reactants are: C([O:3][C:4]([C:6]1[C:15]2[C:10](=[CH:11][CH:12]=[CH:13][CH:14]=2)[C:9]([N:16]2[CH2:20][CH2:19][CH2:18][CH2:17]2)=[CH:8][CH:7]=1)=[O:5])C.[Li+].[OH-].O.C1COCC1. (2) Given the product [CH3:17][N:16]1[C:12]([C:10]2[S:9][C:5]3[N:6]=[CH:7][N:8]=[C:3]([NH2:29])[C:4]=3[N:11]=2)=[C:13]([C:23]2[CH:24]=[CH:25][CH:26]=[CH:27][CH:28]=2)[N:14]=[C:15]1[C:18]1[CH:22]=[CH:21][S:20][CH:19]=1, predict the reactants needed to synthesize it. The reactants are: CO[C:3]1[C:4]2[N:11]=[C:10]([C:12]3[N:16]([CH3:17])[C:15]([C:18]4[CH:22]=[CH:21][S:20][CH:19]=4)=[N:14][C:13]=3[C:23]3[CH:28]=[CH:27][CH:26]=[CH:25][CH:24]=3)[S:9][C:5]=2[N:6]=[CH:7][N:8]=1.[NH3:29]. (3) Given the product [Br:1][C:2]1[C:3]([O:21][C:22]2[C:27]([F:28])=[CH:26][CH:25]=[CH:24][C:23]=2[F:29])=[C:4]([Cl:20])[C:5]([NH:8][C:9]([NH2:11])=[S:10])=[N:6][CH:7]=1, predict the reactants needed to synthesize it. The reactants are: [Br:1][C:2]1[C:3]([O:21][C:22]2[C:27]([F:28])=[CH:26][CH:25]=[CH:24][C:23]=2[F:29])=[C:4]([Cl:20])[C:5]([NH:8][C:9]([NH:11]C(=O)C2C=CC=CC=2)=[S:10])=[N:6][CH:7]=1.[OH-].[Na+]. (4) Given the product [NH2:15][C:8]1[CH:9]=[C:10]([CH:13]=[CH:14][C:7]=1[O:6][CH:3]([CH3:5])[CH3:4])[C:11]#[N:12], predict the reactants needed to synthesize it. The reactants are: [BH4-].[Na+].[CH:3]([O:6][C:7]1[CH:14]=[CH:13][C:10]([C:11]#[N:12])=[CH:9][C:8]=1[N+:15]([O-])=O)([CH3:5])[CH3:4].